From a dataset of Catalyst prediction with 721,799 reactions and 888 catalyst types from USPTO. Predict which catalyst facilitates the given reaction. Reactant: C(Cl)(=O)C(Cl)=O.CS(C)=O.[OH:11][CH2:12][CH:13]1[CH2:16][CH:15]([C:17]([OH:20])([CH3:19])[CH3:18])[CH2:14]1.CCN(CC)CC.[NH4+].[Cl-]. Product: [OH:20][C:17]([CH:15]1[CH2:16][CH:13]([CH:12]=[O:11])[CH2:14]1)([CH3:19])[CH3:18]. The catalyst class is: 2.